From a dataset of Full USPTO retrosynthesis dataset with 1.9M reactions from patents (1976-2016). Predict the reactants needed to synthesize the given product. (1) Given the product [C:1]([O:5][C:6]([N:8]1[CH2:13][C@H:12]([CH2:14][N:15]2[CH2:19][CH2:18][CH2:17][C:16]2=[O:20])[N:11]([CH2:21][C:22]([OH:24])=[O:23])[CH2:10][C@H:9]1[CH3:32])=[O:7])([CH3:4])([CH3:2])[CH3:3], predict the reactants needed to synthesize it. The reactants are: [C:1]([O:5][C:6]([N:8]1[CH2:13][C@H:12]([CH2:14][N:15]2[CH2:19][CH2:18][CH2:17][C:16]2=[O:20])[N:11]([CH2:21][C:22]([O:24]CC2C=CC=CC=2)=[O:23])[CH2:10][C@H:9]1[CH3:32])=[O:7])([CH3:4])([CH3:3])[CH3:2]. (2) The reactants are: C([O:3][C:4]([C:6]1[CH:7]=[N:8][N:9]2[CH:14]=[C:13]([B:15]([OH:17])[OH:16])[CH:12]=[N:11][C:10]=12)=[O:5])C.[Li+].[OH-].Cl. Given the product [OH:17][B:15]([OH:16])[C:13]1[CH:12]=[N:11][C:10]2[N:9]([N:8]=[CH:7][C:6]=2[C:4]([OH:5])=[O:3])[CH:14]=1, predict the reactants needed to synthesize it.